Dataset: Forward reaction prediction with 1.9M reactions from USPTO patents (1976-2016). Task: Predict the product of the given reaction. Given the reactants [C:1]([O:9]CC)(=O)[C:2]1[CH:7]=[CH:6][CH:5]=[N:4][CH:3]=1.[C:12]([O:21][CH2:22][CH3:23])(=[O:20])[CH2:13][CH2:14][C:15]([O:17][CH2:18][CH3:19])=[O:16].[H-].[Na+], predict the reaction product. The product is: [N:4]1[CH:5]=[CH:6][CH:7]=[C:2]([C:1]([CH:13]([CH2:14][C:15]([O:17][CH2:18][CH3:19])=[O:16])[C:12]([O:21][CH2:22][CH3:23])=[O:20])=[O:9])[CH:3]=1.